Dataset: Reaction yield outcomes from USPTO patents with 853,638 reactions. Task: Predict the reaction yield, written as a fraction of the theoretical maximum amount of product (1.0 means a 100% yield; for example, 0.34 means a 34% yield). The reactants are [N:1]([O-])=O.[Na+].[Br:5][C:6]1[CH:12]=[CH:11][C:9]([NH2:10])=[CH:8][C:7]=1[O:13][CH3:14].Cl.[C:16]([CH2:18][C:19]([NH2:21])=[O:20])#[N:17].O.O.O.C([O-])(=O)C.[Na+]. The catalyst is O.C(O)C. The product is [Br:5][C:6]1[CH:12]=[CH:11][C:9]([N:10]=[N:1][CH:18]([C:16]#[N:17])[C:19]([NH2:21])=[O:20])=[CH:8][C:7]=1[O:13][CH3:14]. The yield is 0.940.